From a dataset of Full USPTO retrosynthesis dataset with 1.9M reactions from patents (1976-2016). Predict the reactants needed to synthesize the given product. (1) Given the product [NH:5]1[C:4]([C:8]([O:10][CH3:11])=[O:9])=[CH:3][C:2]2[CH2:17][O:18][CH2:19][C:6]1=2, predict the reactants needed to synthesize it. The reactants are: Br[C:2]1[CH:3]=[C:4]([C:8]([O:10][CH3:11])=[O:9])[NH:5][C:6]=1Br.C([Sn](CCCC)(CCCC)[CH2:17][O:18][CH2:19][Sn](CCCC)(CCCC)CCCC)CCC.CC(C1C=C(C(C)C)C(C2C=CC=CC=2P(C2CCCCC2)C2CCCCC2)=C(C(C)C)C=1)C. (2) Given the product [CH:10]([C:6]1[CH:7]=[CH:8][CH:9]=[C:4]([CH:1]([CH3:2])[CH3:3])[C:5]=1[NH:13][C:14]([N:16]1[CH:25]([C:26]([N:41]2[CH2:46][CH2:45][CH2:44][CH2:43][CH2:42]2)=[O:28])[CH2:24][C:23]2[C:18](=[CH:19][CH:20]=[CH:21][CH:22]=2)[CH2:17]1)=[O:15])([CH3:11])[CH3:12], predict the reactants needed to synthesize it. The reactants are: [CH:1]([C:4]1[CH:9]=[CH:8][CH:7]=[C:6]([CH:10]([CH3:12])[CH3:11])[C:5]=1[NH:13][C:14]([N:16]1[CH:25]([C:26]([OH:28])=O)[CH2:24][C:23]2[C:18](=[CH:19][CH:20]=[CH:21][CH:22]=2)[CH2:17]1)=[O:15])([CH3:3])[CH3:2].Cl.C(N=C=NCCCN(C)C)C.[NH:41]1[CH2:46][CH2:45][CH2:44][CH2:43][CH2:42]1. (3) Given the product [S:14]([C:11]1[CH:12]=[CH:13][C:8]([CH3:18])=[CH:9][CH:10]=1)([O:5][CH2:4][CH2:3][C:2]([F:7])([F:6])[F:1])(=[O:16])=[O:15], predict the reactants needed to synthesize it. The reactants are: [F:1][C:2]([F:7])([F:6])[CH2:3][CH2:4][OH:5].[C:8]1([CH3:18])[CH:13]=[CH:12][C:11]([S:14](Cl)(=[O:16])=[O:15])=[CH:10][CH:9]=1. (4) The reactants are: [F:1][C:2]([F:24])([F:23])[C:3]1[CH:4]=[C:5]([C:13]2[N:17]=[CH:16][N:15](/[CH:18]=[CH:19]\[C:20]([OH:22])=O)[N:14]=2)[CH:6]=[C:7]([C:9]([F:12])([F:11])[F:10])[CH:8]=1.[NH:25]1[CH2:30][CH2:29][CH:28]([OH:31])[CH2:27][CH2:26]1.C(P1(=O)OP(CCC)(=O)OP(CCC)(=O)O1)CC.CCN(C(C)C)C(C)C. Given the product [F:12][C:9]([F:10])([F:11])[C:7]1[CH:6]=[C:5]([C:13]2[N:17]=[CH:16][N:15](/[CH:18]=[CH:19]\[C:20]([N:25]3[CH2:30][CH2:29][CH:28]([OH:31])[CH2:27][CH2:26]3)=[O:22])[N:14]=2)[CH:4]=[C:3]([C:2]([F:24])([F:23])[F:1])[CH:8]=1, predict the reactants needed to synthesize it. (5) Given the product [Cl:1][C:2]1[CH:3]=[CH:4][C:5](/[C:8](/[C:25]2[CH:26]=[CH:27][C:28]([C:31]#[C:32][CH2:33][N:34]3[CH2:35][CH2:36][CH:37]([CH2:40][OH:41])[CH2:38][CH2:39]3)=[CH:29][CH:30]=2)=[CH:9]/[CH2:10][O:11][C:12]2[CH:23]=[CH:22][C:15]([O:16][CH2:17][C:18]([OH:20])=[O:19])=[C:14]([CH3:24])[CH:13]=2)=[CH:6][CH:7]=1, predict the reactants needed to synthesize it. The reactants are: [Cl:1][C:2]1[CH:7]=[CH:6][C:5](/[C:8](/[C:25]2[CH:30]=[CH:29][C:28]([C:31]#[C:32][CH2:33][N:34]3[CH2:39][CH2:38][CH:37]([CH2:40][OH:41])[CH2:36][CH2:35]3)=[CH:27][CH:26]=2)=[CH:9]/[CH2:10][O:11][C:12]2[CH:23]=[CH:22][C:15]([O:16][CH2:17][C:18]([O:20]C)=[O:19])=[C:14]([CH3:24])[CH:13]=2)=[CH:4][CH:3]=1.O.[OH-].[Li+].Cl.[Cl-].[NH4+]. (6) Given the product [Br:1][CH2:2][CH2:3][O:4][C:5]1[CH:10]=[C:9]([O:11][CH3:12])[C:8]([Cl:13])=[CH:7][C:6]=1[NH:14][C:22](=[O:24])[CH3:23], predict the reactants needed to synthesize it. The reactants are: [Br:1][CH2:2][CH2:3][O:4][C:5]1[CH:10]=[C:9]([O:11][CH3:12])[C:8]([Cl:13])=[CH:7][C:6]=1[NH2:14].C(N(CC)CC)C.[C:22](Cl)(=[O:24])[CH3:23]. (7) The reactants are: [CH2:1]([O:3][C:4](=[O:24])[CH2:5][C:6]1([C:9]2[CH:14]=[CH:13][C:12](B3OC(C)(C)C(C)(C)O3)=[CH:11][CH:10]=2)[CH2:8][CH2:7]1)[CH3:2].[Br:25][C:26]1[CH:31]=[CH:30][C:29](I)=[CH:28][CH:27]=1. Given the product [CH2:1]([O:3][C:4](=[O:24])[CH2:5][C:6]1([C:9]2[CH:10]=[CH:11][C:12]([C:29]3[CH:30]=[CH:31][C:26]([Br:25])=[CH:27][CH:28]=3)=[CH:13][CH:14]=2)[CH2:7][CH2:8]1)[CH3:2], predict the reactants needed to synthesize it.